This data is from Full USPTO retrosynthesis dataset with 1.9M reactions from patents (1976-2016). The task is: Predict the reactants needed to synthesize the given product. (1) Given the product [CH3:21][O:20][C:18](=[O:19])[CH2:17][C:10]1[CH:9]=[C:8]([O:7][CH2:6][C:5]2[CH:22]=[CH:23][C:2]([F:1])=[CH:3][CH:4]=2)[CH:16]=[CH:15][C:11]=1[CH2:12][OH:13], predict the reactants needed to synthesize it. The reactants are: [F:1][C:2]1[CH:23]=[CH:22][C:5]([CH2:6][O:7][C:8]2[CH:16]=[CH:15][C:11]([C:12](O)=[O:13])=[C:10]([CH2:17][C:18]([O:20][CH3:21])=[O:19])[CH:9]=2)=[CH:4][CH:3]=1.CO. (2) Given the product [CH2:1]([N:8]1[CH2:13][CH2:12][NH:11][C@H:10]([CH2:15][C:16]2[CH:21]=[CH:20][CH:19]=[CH:18][C:17]=2[F:22])[CH2:9]1)[C:2]1[CH:3]=[CH:4][CH:5]=[CH:6][CH:7]=1, predict the reactants needed to synthesize it. The reactants are: [CH2:1]([N:8]1[CH2:13][C:12](=O)[NH:11][C@H:10]([CH2:15][C:16]2[CH:21]=[CH:20][CH:19]=[CH:18][C:17]=2[F:22])[C:9]1=O)[C:2]1[CH:7]=[CH:6][CH:5]=[CH:4][CH:3]=1.C1COCC1.[H-].[Al+3].[Li+].[H-].[H-].[H-].[OH-].[Na+]. (3) Given the product [C:8]([C:7]1[CH:6]=[CH:5][C:4]([NH:10][C@@H:11]2[CH2:16][CH2:15][CH2:14][CH2:13][C@@H:12]2[NH:17][C:18](=[O:24])[O:19][C:20]([CH3:23])([CH3:22])[CH3:21])=[CH:3][C:2]=1[NH:29][C:28]1[CH:30]=[C:31]([CH3:33])[CH:32]=[C:26]([CH3:25])[CH:27]=1)#[N:9], predict the reactants needed to synthesize it. The reactants are: Br[C:2]1[CH:3]=[C:4]([NH:10][C@@H:11]2[CH2:16][CH2:15][CH2:14][CH2:13][C@@H:12]2[NH:17][C:18](=[O:24])[O:19][C:20]([CH3:23])([CH3:22])[CH3:21])[CH:5]=[CH:6][C:7]=1[C:8]#[N:9].[CH3:25][C:26]1[CH:27]=[C:28]([CH:30]=[C:31]([CH3:33])[CH:32]=1)[NH2:29].C1C=CC(P(C2C(C3C(P(C4C=CC=CC=4)C4C=CC=CC=4)=CC=C4C=3C=CC=C4)=C3C(C=CC=C3)=CC=2)C2C=CC=CC=2)=CC=1.C([O-])([O-])=O.[K+].[K+].